Dataset: Catalyst prediction with 721,799 reactions and 888 catalyst types from USPTO. Task: Predict which catalyst facilitates the given reaction. Reactant: Br[C:2]1[CH:3]=[C:4]2[C:9](=[CH:10][CH:11]=1)[N:8]=[C:7]([NH:12][C:13]1[CH:14]=[C:15]([NH:26][C:27](=[O:29])[CH3:28])[CH:16]=[C:17]([CH2:19][N:20]3[CH2:25][CH2:24][O:23][CH2:22][CH2:21]3)[CH:18]=1)[N:6]=[CH:5]2.C(=O)([O-])[O-].[Na+].[Na+].CC1(C)C(C)(C)OB([C:44]2[CH:45]=[N:46][NH:47][CH:48]=2)O1.C(Cl)Cl. Product: [NH:46]1[CH:45]=[C:44]([C:2]2[CH:3]=[C:4]3[C:9](=[CH:10][CH:11]=2)[N:8]=[C:7]([NH:12][C:13]2[CH:14]=[C:15]([NH:26][C:27](=[O:29])[CH3:28])[CH:16]=[C:17]([CH2:19][N:20]4[CH2:25][CH2:24][O:23][CH2:22][CH2:21]4)[CH:18]=2)[N:6]=[CH:5]3)[CH:48]=[N:47]1. The catalyst class is: 57.